Dataset: Reaction yield outcomes from USPTO patents with 853,638 reactions. Task: Predict the reaction yield, written as a fraction of the theoretical maximum amount of product (1.0 means a 100% yield; for example, 0.34 means a 34% yield). (1) The reactants are C1C=C(Cl)C=C(C(OO)=[O:9])C=1.[Cl:12][C:13]1[C:14]2[C@H:21]([CH3:22])[CH2:20][CH2:19][C:15]=2[N:16]=[CH:17][N:18]=1.[O-]S([O-])(=S)=O.[Na+].[Na+].C([O-])([O-])=O.[Na+].[Na+]. The catalyst is C(Cl)(Cl)Cl.O. The product is [Cl:12][C:13]1[N:18]=[CH:17][N+:16]([O-:9])=[C:15]2[CH2:19][CH2:20][C@@H:21]([CH3:22])[C:14]=12. The yield is 0.530. (2) The reactants are [Cl:1][C:2]1[CH:3]=[CH:4][C:5]([O:15][CH2:16][C:17]2[CH:22]=[CH:21][CH:20]=[C:19]([F:23])[C:18]=2[F:24])=[C:6]([C:8](=O)[CH2:9][CH2:10][C:11](=O)[CH3:12])[CH:7]=1.[NH2:25][C:26]1[CH:27]=[C:28]([C:32]([F:35])=[CH:33][CH:34]=1)[C:29]([OH:31])=[O:30].CC1C=CC(S(O)(=O)=O)=CC=1. The catalyst is C(#N)C.C(Cl)Cl. The product is [Cl:1][C:2]1[CH:3]=[CH:4][C:5]([O:15][CH2:16][C:17]2[CH:22]=[CH:21][CH:20]=[C:19]([F:23])[C:18]=2[F:24])=[C:6]([C:8]2[N:25]([C:26]3[CH:27]=[C:28]([C:32]([F:35])=[CH:33][CH:34]=3)[C:29]([OH:31])=[O:30])[C:11]([CH3:12])=[CH:10][CH:9]=2)[CH:7]=1. The yield is 0.310. (3) The product is [CH3:81][N:82]([CH3:86])[CH2:83][CH2:84][NH:85][C:7]1[N:8]=[C:3]([O:2][CH3:1])[C:4]2[C:17]([C:18]3[CH:23]=[CH:22][CH:21]=[CH:20][CH:19]=3)=[C:16]([C:24]3[CH:25]=[CH:26][C:27]([C:30]4([NH:34][C:35](=[O:41])[O:36][C:37]([CH3:40])([CH3:39])[CH3:38])[CH2:31][CH2:32][CH2:33]4)=[CH:28][CH:29]=3)[O:15][C:5]=2[N:6]=1. No catalyst specified. The reactants are [CH3:1][O:2][C:3]1[C:4]2[C:17]([C:18]3[CH:23]=[CH:22][CH:21]=[CH:20][CH:19]=3)=[C:16]([C:24]3[CH:29]=[CH:28][C:27]([C:30]4([NH:34][C:35](=[O:41])[O:36][C:37]([CH3:40])([CH3:39])[CH3:38])[CH2:33][CH2:32][CH2:31]4)=[CH:26][CH:25]=3)[O:15][C:5]=2[N:6]=[C:7](N2CCOCC2)[N:8]=1.COC1C2C(C3C=CC=CC=3)=C(C3C=CC(C4(NC(=O)OC(C)(C)C)CCC4)=CC=3)OC=2N=C(S(C)(=O)=O)N=1.[CH3:81][N:82]([CH3:86])[CH2:83][CH2:84][NH2:85]. The yield is 0.460. (4) The reactants are [CH3:1][O:2][CH:3]1[O:9][C@H:8]([CH2:10]Cl)[C@@H:6]([OH:7])[C@H:4]1[OH:5].C([O-])([O-])=O.[Na+].[Na+].[H][H]. The catalyst is [Ni].CC(O)C. The product is [CH3:1][O:2][CH:3]1[O:9][C@H:8]([CH3:10])[C@@H:6]([OH:7])[C@H:4]1[OH:5]. The yield is 0.870.